Dataset: Full USPTO retrosynthesis dataset with 1.9M reactions from patents (1976-2016). Task: Predict the reactants needed to synthesize the given product. (1) Given the product [NH2:15][C:10]1[O:11][CH2:12][C@H:13]([F:14])[C@:8]([C:6]2[CH:7]=[C:2]([NH:1][C:26]([C:20]3[C:19]([F:18])=[CH:24][C:23]([F:25])=[CH:22][N:21]=3)=[O:27])[CH:3]=[CH:4][C:5]=2[F:17])([CH3:16])[N:9]=1, predict the reactants needed to synthesize it. The reactants are: [NH2:1][C:2]1[CH:3]=[CH:4][C:5]([F:17])=[C:6]([C@:8]2([CH3:16])[C@@H:13]([F:14])[CH2:12][O:11][C:10]([NH2:15])=[N:9]2)[CH:7]=1.[F:18][C:19]1[C:20]([C:26](O)=[O:27])=[N:21][CH:22]=[C:23]([F:25])[CH:24]=1. (2) Given the product [CH2:1]([O:8][C:9]1[CH:10]=[C:11]([C:30]([O:32][CH2:33][CH3:34])=[CH2:31])[C:12]2[S:16][C:15]([NH:17][C:18]([NH:20][CH2:21][CH3:22])=[O:19])=[N:14][C:13]=2[CH:23]=1)[C:2]1[CH:7]=[CH:6][CH:5]=[CH:4][CH:3]=1, predict the reactants needed to synthesize it. The reactants are: [CH2:1]([O:8][C:9]1[CH:10]=[C:11](Br)[C:12]2[S:16][C:15]([NH:17][C:18]([NH:20][CH2:21][CH3:22])=[O:19])=[N:14][C:13]=2[CH:23]=1)[C:2]1[CH:7]=[CH:6][CH:5]=[CH:4][CH:3]=1.C([Sn](CCCC)(CCCC)[C:30]([O:32][CH2:33][CH3:34])=[CH2:31])CCC.C(OC=C)=C. (3) Given the product [Cl:26][C:24]1[CH:23]=[CH:22][C:20]2[NH:21][C:17]([C@@H:9]([NH2:8])[CH2:10][C:11]3[CH:12]=[CH:13][N:14]=[CH:15][CH:16]=3)=[N:18][C:19]=2[CH:25]=1, predict the reactants needed to synthesize it. The reactants are: C(OC([NH:8][C@H:9]([C:17]1[NH:21][C:20]2[CH:22]=[CH:23][C:24]([Cl:26])=[CH:25][C:19]=2[N:18]=1)[CH2:10][C:11]1[CH:16]=[CH:15][N:14]=[CH:13][CH:12]=1)=O)(C)(C)C.FC(F)(F)C(O)=O. (4) Given the product [C:19]([C:16]1[CH:17]=[CH:18][C:13]([C:11]([NH:12][C:7]2[CH:6]=[CH:5][C:4]([N+:1]([O-:3])=[O:2])=[CH:24][C:8]=2[C:9]([NH:33][C:30]2[CH:31]=[CH:32][C:27]([O:26][CH3:25])=[CH:28][CH:29]=2)=[O:23])=[O:10])=[CH:14][CH:15]=1)([CH3:20])([CH3:22])[CH3:21], predict the reactants needed to synthesize it. The reactants are: [N+:1]([C:4]1[CH:5]=[CH:6][C:7]2[N:12]=[C:11]([C:13]3[CH:18]=[CH:17][C:16]([C:19]([CH3:22])([CH3:21])[CH3:20])=[CH:15][CH:14]=3)[O:10][C:9](=[O:23])[C:8]=2[CH:24]=1)([O-:3])=[O:2].[CH3:25][O:26][C:27]1[CH:32]=[CH:31][C:30]([NH2:33])=[CH:29][CH:28]=1. (5) Given the product [C:34](=[O:45])([O:25][CH2:24][CH2:23][C@@:20]1([C:26]2[CH:27]=[CH:28][C:29]([F:32])=[CH:30][CH:31]=2)[O:19][C:18](=[O:33])[N:17]([C@H:15]([C:12]2[CH:13]=[CH:14][C:9]([C:3]3[CH:4]=[CH:5][C:6]([F:8])=[CH:7][C:2]=3[F:1])=[CH:10][CH:11]=2)[CH3:16])[CH2:22][CH2:21]1)[NH2:47], predict the reactants needed to synthesize it. The reactants are: [F:1][C:2]1[CH:7]=[C:6]([F:8])[CH:5]=[CH:4][C:3]=1[C:9]1[CH:14]=[CH:13][C:12]([C@@H:15]([N:17]2[CH2:22][CH2:21][C@@:20]([C:26]3[CH:31]=[CH:30][C:29]([F:32])=[CH:28][CH:27]=3)([CH2:23][CH2:24][OH:25])[O:19][C:18]2=[O:33])[CH3:16])=[CH:11][CH:10]=1.[C:34](Cl)(=[O:45])OC1C=CC([N+]([O-])=O)=CC=1.[NH3:47]. (6) Given the product [Cl:1][C:2]1[CH:3]=[C:4]2[C:9](=[CH:10][CH:11]=1)[NH:8][C:7](=[O:12])[C:6]([CH2:13][CH2:14][CH3:15])=[C:5]2[O:16][CH:17]1[CH2:22][CH2:21][CH2:20][CH2:19][CH2:18]1, predict the reactants needed to synthesize it. The reactants are: [Cl:1][C:2]1[CH:3]=[C:4]2[C:9](=[CH:10][CH:11]=1)[NH:8][C:7](=[O:12])[C:6]([CH2:13][CH2:14][CH3:15])=[C:5]2[OH:16].[CH:17]1(Br)[CH2:22][CH2:21][CH2:20][CH2:19][CH2:18]1.C(=O)([O-])[O-].[K+].[K+].C(N(CC)CC)C. (7) Given the product [Cl:4][C:5]1[CH:6]=[C:7]2[C:11](=[CH:12][CH:13]=1)[NH:10][C:9]([C:14]([NH:16][CH:17]1[CH2:26][C:25]3[C:20](=[CH:21][CH:22]=[CH:23][CH:24]=3)[N:19]([CH2:27][CH2:28][S:2][CH3:1])[C:18]1=[O:30])=[O:15])=[CH:8]2, predict the reactants needed to synthesize it. The reactants are: [CH3:1][S-:2].[Na+].[Cl:4][C:5]1[CH:6]=[C:7]2[C:11](=[CH:12][CH:13]=1)[NH:10][C:9]([C:14]([NH:16][CH:17]1[CH2:26][C:25]3[C:20](=[CH:21][CH:22]=[CH:23][CH:24]=3)[N:19]([CH2:27][CH2:28]Cl)[C:18]1=[O:30])=[O:15])=[CH:8]2. (8) Given the product [Cl:1][C:2]1[CH:7]=[CH:6][C:5]([C:8]2[C:9]([C:14]([O:16][CH3:17])=[O:15])=[CH:10][CH:11]=[CH:12][CH:13]=2)=[CH:4][C:3]=1[C:18]([NH:36][CH2:35][C:28]1([CH3:27])[CH2:34][CH2:33][CH2:32][CH2:31][CH2:30][CH2:29]1)=[O:20], predict the reactants needed to synthesize it. The reactants are: [Cl:1][C:2]1[CH:7]=[CH:6][C:5]([C:8]2[C:9]([C:14]([O:16][CH3:17])=[O:15])=[CH:10][CH:11]=[CH:12][CH:13]=2)=[CH:4][C:3]=1[C:18]([O-:20])=O.C(Cl)(=O)C(Cl)=O.[CH3:27][C:28]1([CH2:35][NH2:36])[CH2:34][CH2:33][CH2:32][CH2:31][CH2:30][CH2:29]1.C(N(CC)CC)C. (9) Given the product [ClH:10].[CH:1]1([N:4]2[CH2:9][CH2:8][N:7]([C:11]3[N:12]=[CH:13][C:14]([C:15]([N:17]4[CH2:22][CH2:21][CH2:20][CH2:19][CH2:18]4)=[O:16])=[CH:23][CH:24]=3)[CH2:6][CH2:5]2)[CH2:3][CH2:2]1, predict the reactants needed to synthesize it. The reactants are: [CH:1]1([N:4]2[CH2:9][CH2:8][NH:7][CH2:6][CH2:5]2)[CH2:3][CH2:2]1.[Cl:10][C:11]1[CH:24]=[CH:23][C:14]([C:15]([N:17]2[CH2:22][CH2:21][CH2:20][CH2:19][CH2:18]2)=[O:16])=[CH:13][N:12]=1.